From a dataset of Catalyst prediction with 721,799 reactions and 888 catalyst types from USPTO. Predict which catalyst facilitates the given reaction. (1) Reactant: [CH:1]1[C:10]2[C:5](=[C:6]([NH:11][CH:12]3[CH2:17][CH2:16][C:15](=O)[CH2:14][CH2:13]3)[CH:7]=[CH:8][CH:9]=2)[CH:4]=[CH:3][N:2]=1.Cl.[F:20][CH2:21][CH2:22][NH2:23].C(O[BH-](OC(=O)C)OC(=O)C)(=O)C.[Na+].Cl.CO. Product: [F:20][CH2:21][CH2:22][NH:23][CH:15]1[CH2:16][CH2:17][CH:12]([NH:11][C:6]2[CH:7]=[CH:8][CH:9]=[C:10]3[C:5]=2[CH:4]=[CH:3][N:2]=[CH:1]3)[CH2:13][CH2:14]1. The catalyst class is: 5. (2) Reactant: [O:1]1[CH:5]=[CH:4][CH:3]=[C:2]1[C:6]1[C:7]2[NH:15][N:14]=[N:13][C:8]=2[N:9]=[C:10]([NH2:12])[N:11]=1.Br[CH2:17][C:18]([O:20][CH2:21][CH3:22])=[O:19]. Product: [NH2:12][C:10]1[N:11]=[C:6]([C:2]2[O:1][CH:5]=[CH:4][CH:3]=2)[C:7]2[N:15]=[N:14][N:13]([CH2:17][C:18]([O:20][CH2:21][CH3:22])=[O:19])[C:8]=2[N:9]=1. The catalyst class is: 3. (3) Reactant: [F:1][C:2]1[CH:7]=[CH:6][C:5]([F:8])=[CH:4][C:3]=1[CH2:9][CH:10]([NH:12][C:13]1[CH:18]=[CH:17][NH:16][C:15](=[O:19])[C:14]=1[C:20]1[NH:38][C:23]2=[CH:24][C:25]3[C:26](=[O:37])[N:27]([CH2:32][CH2:33][N:34]([CH3:36])[CH3:35])[C:28](=O)[C:29]=3[CH:30]=[C:22]2[N:21]=1)[CH3:11]. Product: [F:1][C:2]1[CH:7]=[CH:6][C:5]([F:8])=[CH:4][C:3]=1[CH2:9][CH:10]([NH:12][C:13]1[CH:18]=[CH:17][NH:16][C:15](=[O:19])[C:14]=1[C:20]1[NH:21][C:22]2=[CH:30][C:29]3[CH2:28][N:27]([CH2:32][CH2:33][N:34]([CH3:35])[CH3:36])[C:26](=[O:37])[C:25]=3[CH:24]=[C:23]2[N:38]=1)[CH3:11]. The catalyst class is: 183. (4) Reactant: C(=O)([O-])O.[Na+].[F:6][C:7]1[CH:8]=[C:9]([NH2:19])[CH:10]=[CH:11][C:12]=1[N:13]1[CH:17]=[N:16][C:15]([CH3:18])=[N:14]1.Cl[C:21]([O:23][CH2:24][C:25]1[CH:30]=[CH:29][CH:28]=[CH:27][CH:26]=1)=[O:22]. Product: [CH2:24]([O:23][C:21](=[O:22])[NH:19][C:9]1[CH:10]=[CH:11][C:12]([N:13]2[CH:17]=[N:16][C:15]([CH3:18])=[N:14]2)=[C:7]([F:6])[CH:8]=1)[C:25]1[CH:30]=[CH:29][CH:28]=[CH:27][CH:26]=1. The catalyst class is: 1.